This data is from Forward reaction prediction with 1.9M reactions from USPTO patents (1976-2016). The task is: Predict the product of the given reaction. (1) Given the reactants [Cl:1][C:2]1[CH:10]=[CH:9][CH:8]=[CH:7][C:3]=1[C:4]([OH:6])=O.[CH:11]1([CH2:14][CH:15]([C:18]2[CH:23]=[N:22][C:21]([CH3:24])=[CH:20][N:19]=2)[CH2:16][NH2:17])[CH2:13][CH2:12]1, predict the reaction product. The product is: [Cl:1][C:2]1[CH:10]=[CH:9][CH:8]=[CH:7][C:3]=1[C:4]([NH:17][CH2:16][CH:15]([C:18]1[CH:23]=[N:22][C:21]([CH3:24])=[CH:20][N:19]=1)[CH2:14][CH:11]1[CH2:13][CH2:12]1)=[O:6]. (2) Given the reactants C([N:4]1[C:8]2[CH:9]([C:22]3[CH:27]=[CH:26][C:25]([Cl:28])=[CH:24][CH:23]=3)[N:10]([C:13]3[CH:18]=[C:17]([CH3:19])[C:16](=[O:20])[N:15]([CH3:21])[CH:14]=3)[C:11](=[O:12])[C:7]=2[N:6]=[C:5]1Br)C=C.[CH3:30][O:31][C:32]1[N:37]=[CH:36][C:35](B(O)O)=[CH:34][CH:33]=1, predict the reaction product. The product is: [Cl:28][C:25]1[CH:24]=[CH:23][C:22]([CH:9]2[C:8]3[NH:4][C:5]([C:35]4[CH:36]=[N:37][C:32]([O:31][CH3:30])=[CH:33][CH:34]=4)=[N:6][C:7]=3[C:11](=[O:12])[N:10]2[C:13]2[CH:18]=[C:17]([CH3:19])[C:16](=[O:20])[N:15]([CH3:21])[CH:14]=2)=[CH:27][CH:26]=1. (3) Given the reactants Br[C:2]1[N:7]2[N:8]=[CH:9][N:10]=[C:6]2[C:5]([NH:11][CH:12]2[CH2:15][CH2:14][CH2:13]2)=[N:4][CH:3]=1.CC1(C)C(C)(C)OB([C:24]2[CH:25]=[C:26]([C:29]([NH2:31])=[O:30])[O:27][CH:28]=2)O1.C(=O)([O-])[O-].[Na+].[Na+], predict the reaction product. The product is: [CH:12]1([NH:11][C:5]2[C:6]3[N:7]([N:8]=[CH:9][N:10]=3)[C:2]([C:24]3[CH:25]=[C:26]([C:29]([NH2:31])=[O:30])[O:27][CH:28]=3)=[CH:3][N:4]=2)[CH2:15][CH2:14][CH2:13]1. (4) Given the reactants [C:1]([N:9]1[CH2:14][CH2:13][N:12]([C:15](=[O:26])[C:16]([C:18]2[CH:23]=[CH:22][C:21](Br)=[CH:20][C:19]=2[CH3:25])=[O:17])[C@H:11]([CH3:27])[CH2:10]1)(=[O:8])[C:2]1[CH:7]=[CH:6][CH:5]=[CH:4][CH:3]=1.[NH:28]1[CH:32]=[CH:31][CH:30]=[N:29]1.C(Cl)(Cl)Cl.CO, predict the reaction product. The product is: [C:1]([N:9]1[CH2:14][CH2:13][N:12]([C:15](=[O:26])[C:16]([C:18]2[CH:23]=[CH:22][C:21]([N:28]3[CH:32]=[CH:31][CH:30]=[N:29]3)=[CH:20][C:19]=2[CH3:25])=[O:17])[C@H:11]([CH3:27])[CH2:10]1)(=[O:8])[C:2]1[CH:7]=[CH:6][CH:5]=[CH:4][CH:3]=1. (5) Given the reactants [N:1]([C:4]([CH3:10])([CH3:9])[CH2:5][C:6](Cl)=[O:7])=[N+:2]=[N-:3].[CH2:11]([NH:15][CH2:16][CH2:17][CH2:18][CH3:19])[CH2:12][CH2:13][CH3:14].O, predict the reaction product. The product is: [N:1]([C:4]([CH3:10])([CH3:9])[CH2:5][C:6]([N:15]([CH2:16][CH2:17][CH2:18][CH3:19])[CH2:11][CH2:12][CH2:13][CH3:14])=[O:7])=[N+:2]=[N-:3].